Dataset: Peptide-MHC class II binding affinity with 134,281 pairs from IEDB. Task: Regression. Given a peptide amino acid sequence and an MHC pseudo amino acid sequence, predict their binding affinity value. This is MHC class II binding data. (1) The peptide sequence is KGKSAWYVDTEIINE. The MHC is DRB1_0701 with pseudo-sequence DRB1_0701. The binding affinity (normalized) is 0.670. (2) The peptide sequence is AAATAGTTVYGAQAA. The MHC is HLA-DQA10401-DQB10402 with pseudo-sequence HLA-DQA10401-DQB10402. The binding affinity (normalized) is 0.434.